Dataset: Full USPTO retrosynthesis dataset with 1.9M reactions from patents (1976-2016). Task: Predict the reactants needed to synthesize the given product. Given the product [F:1][C:2]1[CH:9]=[C:8]([C:10]#[N:11])[CH:7]=[CH:6][C:3]=1/[CH:4]=[CH:15]/[S:16]([CH2:19][S:20](/[CH:23]=[CH:24]/[C:3]1[CH:6]=[CH:7][C:8]([C:10]#[N:11])=[CH:9][C:2]=1[F:1])(=[O:22])=[O:21])(=[O:18])=[O:17], predict the reactants needed to synthesize it. The reactants are: [F:1][C:2]1[CH:9]=[C:8]([C:10]#[N:11])[CH:7]=[CH:6][C:3]=1[CH:4]=O.C([CH2:15][S:16]([CH2:19][S:20]([CH2:23][C:24](O)=O)(=[O:22])=[O:21])(=[O:18])=[O:17])(O)=O.